From a dataset of Full USPTO retrosynthesis dataset with 1.9M reactions from patents (1976-2016). Predict the reactants needed to synthesize the given product. (1) Given the product [Cl:19][C:17]1[CH:16]=[CH:15][C:14]2[N:8]([CH2:7][C:6]([CH3:49])([CH3:48])[CH2:5][OH:4])[C:9](=[O:47])[C@@H:10]([CH2:30][C:31]([NH:33][C:34]3[CH:35]=[C:36]([CH2:40][CH2:41][C:42]([OH:44])=[O:43])[CH:37]=[CH:38][CH:39]=3)=[O:32])[O:11][C@H:12]([C:20]3[CH:25]=[CH:24][CH:23]=[C:22]([O:26][CH3:27])[C:21]=3[O:28][CH3:29])[C:13]=2[CH:18]=1, predict the reactants needed to synthesize it. The reactants are: C([O:4][CH2:5][C:6]([CH3:49])([CH3:48])[CH2:7][N:8]1[C:14]2[CH:15]=[CH:16][C:17]([Cl:19])=[CH:18][C:13]=2[C@@H:12]([C:20]2[CH:25]=[CH:24][CH:23]=[C:22]([O:26][CH3:27])[C:21]=2[O:28][CH3:29])[O:11][C@H:10]([CH2:30][C:31]([NH:33][C:34]2[CH:35]=[C:36]([CH2:40][CH2:41][C:42]([O:44]CC)=[O:43])[CH:37]=[CH:38][CH:39]=2)=[O:32])[C:9]1=[O:47])(=O)C.[OH-].[Na+].C(O)C. (2) Given the product [Br:1][C:2]1[CH:3]=[N:4][N:5]([CH3:8])[C:6]=1[NH:7][C:16](=[O:17])[O:18][CH2:19][C:20]([Cl:23])([Cl:22])[Cl:21], predict the reactants needed to synthesize it. The reactants are: [Br:1][C:2]1[CH:3]=[N:4][N:5]([CH3:8])[C:6]=1[NH2:7].N1C=CC=CC=1.Cl[C:16]([O:18][CH2:19][C:20]([Cl:23])([Cl:22])[Cl:21])=[O:17].O.